Dataset: NCI-60 drug combinations with 297,098 pairs across 59 cell lines. Task: Regression. Given two drug SMILES strings and cell line genomic features, predict the synergy score measuring deviation from expected non-interaction effect. (1) Drug 1: C1CN1P(=S)(N2CC2)N3CC3. Drug 2: COCCOC1=C(C=C2C(=C1)C(=NC=N2)NC3=CC=CC(=C3)C#C)OCCOC.Cl. Cell line: PC-3. Synergy scores: CSS=14.6, Synergy_ZIP=-3.75, Synergy_Bliss=-0.931, Synergy_Loewe=0.519, Synergy_HSA=0.670. (2) Drug 1: CC1=C2C(C(=O)C3(C(CC4C(C3C(C(C2(C)C)(CC1OC(=O)C(C(C5=CC=CC=C5)NC(=O)OC(C)(C)C)O)O)OC(=O)C6=CC=CC=C6)(CO4)OC(=O)C)O)C)O. Drug 2: CC1C(C(CC(O1)OC2CC(CC3=C2C(=C4C(=C3O)C(=O)C5=CC=CC=C5C4=O)O)(C(=O)C)O)N)O. Cell line: SNB-75. Synergy scores: CSS=55.2, Synergy_ZIP=-2.17, Synergy_Bliss=-2.66, Synergy_Loewe=5.95, Synergy_HSA=6.60. (3) Drug 1: CS(=O)(=O)C1=CC(=C(C=C1)C(=O)NC2=CC(=C(C=C2)Cl)C3=CC=CC=N3)Cl. Drug 2: CC1=C(C(=CC=C1)Cl)NC(=O)C2=CN=C(S2)NC3=CC(=NC(=N3)C)N4CCN(CC4)CCO. Cell line: TK-10. Synergy scores: CSS=57.6, Synergy_ZIP=14.7, Synergy_Bliss=16.0, Synergy_Loewe=-10.6, Synergy_HSA=16.6. (4) Drug 1: CC1OCC2C(O1)C(C(C(O2)OC3C4COC(=O)C4C(C5=CC6=C(C=C35)OCO6)C7=CC(=C(C(=C7)OC)O)OC)O)O. Drug 2: C1CCC(CC1)NC(=O)N(CCCl)N=O. Cell line: HT29. Synergy scores: CSS=29.8, Synergy_ZIP=-10.8, Synergy_Bliss=-5.64, Synergy_Loewe=-8.39, Synergy_HSA=-4.44. (5) Drug 1: CN(C)N=NC1=C(NC=N1)C(=O)N. Drug 2: CS(=O)(=O)OCCCCOS(=O)(=O)C. Cell line: NCI/ADR-RES. Synergy scores: CSS=-3.34, Synergy_ZIP=-1.03, Synergy_Bliss=-5.15, Synergy_Loewe=-7.22, Synergy_HSA=-6.44. (6) Synergy scores: CSS=31.5, Synergy_ZIP=1.52, Synergy_Bliss=1.76, Synergy_Loewe=-11.5, Synergy_HSA=0.896. Drug 1: CNC(=O)C1=CC=CC=C1SC2=CC3=C(C=C2)C(=NN3)C=CC4=CC=CC=N4. Drug 2: C1=CC(=CC=C1CCC2=CNC3=C2C(=O)NC(=N3)N)C(=O)NC(CCC(=O)O)C(=O)O. Cell line: OVCAR-8. (7) Cell line: BT-549. Synergy scores: CSS=-2.37, Synergy_ZIP=2.77, Synergy_Bliss=4.48, Synergy_Loewe=-0.628, Synergy_HSA=-0.389. Drug 1: CN1C(=O)N2C=NC(=C2N=N1)C(=O)N. Drug 2: CN1C2=C(C=C(C=C2)N(CCCl)CCCl)N=C1CCCC(=O)O.Cl. (8) Drug 1: C1=CC(=CC=C1CCC2=CNC3=C2C(=O)NC(=N3)N)C(=O)NC(CCC(=O)O)C(=O)O. Drug 2: CC1CCC2CC(C(=CC=CC=CC(CC(C(=O)C(C(C(=CC(C(=O)CC(OC(=O)C3CCCCN3C(=O)C(=O)C1(O2)O)C(C)CC4CCC(C(C4)OC)OCCO)C)C)O)OC)C)C)C)OC. Cell line: HOP-92. Synergy scores: CSS=16.3, Synergy_ZIP=-4.48, Synergy_Bliss=-1.97, Synergy_Loewe=-0.438, Synergy_HSA=0.803.